From a dataset of hERG Central: cardiac toxicity at 1µM, 10µM, and general inhibition. Predict hERG channel inhibition at various concentrations. (1) The molecule is CCCc1cc(=O)oc2c3c(cc(OCC(=O)NCCCn4ccnc4)c12)OC(C)(C)CC3. Results: hERG_inhib (hERG inhibition (general)): blocker. (2) Results: hERG_inhib (hERG inhibition (general)): blocker. The molecule is Cc1ccc(C2(C)NC(=O)N(CC(=O)N3CCN(S(=O)(=O)c4cccc(F)c4)CC3)C2=O)cc1. (3) Results: hERG_inhib (hERG inhibition (general)): blocker. The compound is CCOc1ccc(NC(=O)CN2CCN(CC(=O)Nc3ccc4c(c3)OCO4)CC2)cc1.